Dataset: Peptide-MHC class II binding affinity with 134,281 pairs from IEDB. Task: Regression. Given a peptide amino acid sequence and an MHC pseudo amino acid sequence, predict their binding affinity value. This is MHC class II binding data. (1) The peptide sequence is MRILVRGNSPAFNYN. The MHC is DRB1_0301 with pseudo-sequence DRB1_0301. The binding affinity (normalized) is 0.225. (2) The peptide sequence is PPPPQLGASPYKLGP. The MHC is DRB1_1302 with pseudo-sequence DRB1_1302. The binding affinity (normalized) is 0.0838. (3) The peptide sequence is KFDSALARKHIARELH. The MHC is DRB1_0802 with pseudo-sequence DRB1_0802. The binding affinity (normalized) is 0.430. (4) The peptide sequence is AFILFGDNLFPKV. The MHC is HLA-DQA10501-DQB10201 with pseudo-sequence HLA-DQA10501-DQB10201. The binding affinity (normalized) is 0.563. (5) The peptide sequence is TDLQYFRTACNPRGR. The MHC is DRB1_0701 with pseudo-sequence DRB1_0701. The binding affinity (normalized) is 0.194. (6) The peptide sequence is YFNMVYMPASWVMRI. The MHC is DRB5_0101 with pseudo-sequence DRB5_0101. The binding affinity (normalized) is 0.546.